From a dataset of Forward reaction prediction with 1.9M reactions from USPTO patents (1976-2016). Predict the product of the given reaction. (1) Given the reactants [NH2:1][C@H:2]([C:12]([O:14][C:15]([CH3:18])([CH3:17])[CH3:16])=[O:13])[CH2:3][O:4][CH2:5][C:6]1[CH:11]=[CH:10][CH:9]=[CH:8][CH:7]=1.[N:19]1(C(Cl)=O)[CH2:24][CH2:23][O:22][CH2:21][CH2:20]1, predict the reaction product. The product is: [NH:1]([N:19]1[CH2:24][CH2:23][O:22][CH2:21][CH2:20]1)[C@H:2]([C:12]([O:14][C:15]([CH3:18])([CH3:17])[CH3:16])=[O:13])[CH2:3][O:4][CH2:5][C:6]1[CH:7]=[CH:8][CH:9]=[CH:10][CH:11]=1. (2) Given the reactants [C:1]([O:5][C:6]([C:8]1[C:9]([C:14]2[CH:19]=[CH:18][C:17]([CH2:20][N:21]3[C:25]([CH:26]=O)=[C:24]([Cl:28])[N:23]=[C:22]3[CH2:29][CH2:30][CH2:31][CH3:32])=[CH:16][CH:15]=2)=[CH:10][CH:11]=[CH:12][CH:13]=1)=[O:7])([CH3:4])([CH3:3])[CH3:2].[NH2:33][OH:34].Cl.N1C=CC=CC=1, predict the reaction product. The product is: [C:1]([O:5][C:6]([C:8]1[C:9]([C:14]2[CH:19]=[CH:18][C:17]([CH2:20][N:21]3[C:25]([CH:26]=[N:33][OH:34])=[C:24]([Cl:28])[N:23]=[C:22]3[CH2:29][CH2:30][CH2:31][CH3:32])=[CH:16][CH:15]=2)=[CH:10][CH:11]=[CH:12][CH:13]=1)=[O:7])([CH3:2])([CH3:3])[CH3:4]. (3) Given the reactants [CH2:1]([OH:5])[CH:2]([OH:4])[CH3:3].[C:6]([Si:10]([CH3:13])([CH3:12])Cl)([CH3:9])([CH3:8])[CH3:7].CCN(C(C)C)C(C)C, predict the reaction product. The product is: [Si:10]([O:5][CH2:1][CH:2]([OH:4])[CH3:3])([C:6]([CH3:9])([CH3:8])[CH3:7])([CH3:13])[CH3:12]. (4) The product is: [C:12]([C:16]1[CH:21]=[CH:20][C:19]([NH:22][C:23]2[C:24]3[CH2:34][CH2:33][N:32]([C:35]4[C:40]([Cl:41])=[CH:39][CH:38]=[CH:37][N:36]=4)[CH2:31][C:25]=3[N:26]=[C:27]([O:9][CH3:8])[N:28]=2)=[CH:18][CH:17]=1)([CH3:15])([CH3:14])[CH3:13]. Given the reactants C1C=C(Cl)C=C([C:8](OO)=[O:9])C=1.[C:12]([C:16]1[CH:21]=[CH:20][C:19]([NH:22][C:23]2[C:24]3[CH2:34][CH2:33][N:32]([C:35]4[C:40]([Cl:41])=[CH:39][CH:38]=[CH:37][N:36]=4)[CH2:31][C:25]=3[N:26]=[C:27](SC)[N:28]=2)=[CH:18][CH:17]=1)([CH3:15])([CH3:14])[CH3:13].C[O-].[Na+], predict the reaction product. (5) Given the reactants [Cl:1][C:2]1[CH:3]=[C:4]([C:9]2[CH:17]=[CH:16][CH:15]=[C:14]3[C:10]=2[CH2:11][C:12](=[O:18])[NH:13]3)[CH:5]=[CH:6][C:7]=1[F:8].[N:19]1([CH2:24][CH2:25][CH2:26][NH:27][C:28]([C:30]2[CH:34]=[C:33]([CH3:35])[NH:32][C:31]=2[CH:36]=O)=[O:29])[CH2:23][CH2:22][CH2:21][CH2:20]1, predict the reaction product. The product is: [N:19]1([CH2:24][CH2:25][CH2:26][NH:27][C:28]([C:30]2[CH:34]=[C:33]([CH3:35])[NH:32][C:31]=2[CH:36]=[C:11]2[C:10]3[C:14](=[CH:15][CH:16]=[CH:17][C:9]=3[C:4]3[CH:5]=[CH:6][C:7]([F:8])=[C:2]([Cl:1])[CH:3]=3)[NH:13][C:12]2=[O:18])=[O:29])[CH2:23][CH2:22][CH2:21][CH2:20]1. (6) Given the reactants [NH2:1][CH2:2][C@@H:3]1[CH2:9][C:6]2([CH2:8][CH2:7]2)[CH2:5][N:4]1[C:10]([O:12][C:13]([CH3:16])([CH3:15])[CH3:14])=[O:11].CCN(C(C)C)C(C)C.[CH2:26]([O:33][C:34](Cl)=[O:35])[C:27]1[CH:32]=[CH:31][CH:30]=[CH:29][CH:28]=1, predict the reaction product. The product is: [CH2:26]([O:33][C:34]([NH:1][CH2:2][C@@H:3]1[CH2:9][C:6]2([CH2:7][CH2:8]2)[CH2:5][N:4]1[C:10]([O:12][C:13]([CH3:16])([CH3:15])[CH3:14])=[O:11])=[O:35])[C:27]1[CH:32]=[CH:31][CH:30]=[CH:29][CH:28]=1. (7) Given the reactants [F:1][C:2]1[CH:7]=[CH:6][CH:5]=[CH:4][C:3]=1[NH:8][C:9](=[O:15])[O:10][C:11]([CH3:14])([CH3:13])[CH3:12].C([Li])(C)(C)C.[B:21](OC)([O:24]C)[O:22]C.[OH-].[Na+].Cl, predict the reaction product. The product is: [C:11]([O:10][C:9]([NH:8][C:3]1[C:2]([F:1])=[CH:7][CH:6]=[CH:5][C:4]=1[B:21]([OH:24])[OH:22])=[O:15])([CH3:12])([CH3:14])[CH3:13]. (8) Given the reactants [Cl:1][C:2]1[CH:7]=[CH:6][C:5]([C:8]([N:10]=[C:11]=[S:12])=[O:9])=[CH:4][CH:3]=1.[CH3:13][O:14][C:15]1[CH:16]=[C:17]2[C:22](=[CH:23][C:24]=1[O:25][CH3:26])[N:21]=[CH:20][CH:19]=[C:18]2[O:27][C:28]1[CH:34]=[CH:33][C:31]([NH2:32])=[C:30]([CH3:35])[CH:29]=1.C1(C)C=CC=CC=1, predict the reaction product. The product is: [Cl:1][C:2]1[CH:3]=[CH:4][C:5]([C:8]([NH:10][C:11]([NH:32][C:31]2[CH:33]=[CH:34][C:28]([O:27][C:18]3[C:17]4[C:22](=[CH:23][C:24]([O:25][CH3:26])=[C:15]([O:14][CH3:13])[CH:16]=4)[N:21]=[CH:20][CH:19]=3)=[CH:29][C:30]=2[CH3:35])=[S:12])=[O:9])=[CH:6][CH:7]=1. (9) Given the reactants [CH2:1]([C:3]1[N:13]([C:14]2[CH:19]=[CH:18][C:17]([CH2:20][CH2:21][NH:22][C:23]([NH:25][S:26]([C:29]3[CH:34]=[CH:33][C:32]([CH3:35])=[CH:31][CH:30]=3)(=[O:28])=[O:27])=[O:24])=[CH:16][CH:15]=2)[C:6]2=[N:7][C:8]([CH3:12])=[CH:9][C:10]([CH3:11])=[C:5]2[N:4]=1)[CH3:2].[C:36](Cl)(=O)CCC, predict the reaction product. The product is: [CH3:12][C:8]1[N:7]=[C:6]2[N:13]([C:14]3[CH:15]=[CH:16][C:17]([CH2:20][CH2:21][NH:22][C:23]([NH:25][S:26]([C:29]4[CH:34]=[CH:33][C:32]([CH3:35])=[CH:31][CH:30]=4)(=[O:28])=[O:27])=[O:24])=[CH:18][CH:19]=3)[C:3]([CH2:1][CH2:2][CH3:36])=[N:4][C:5]2=[C:10]([CH3:11])[CH:9]=1. (10) The product is: [CH:23]([NH:22][C:20]1[O:21][C:17]([C:14]2[CH:15]=[C:16]3[C:11](=[CH:12][CH:13]=2)[NH:10][CH:9]=[C:8]3[C:4]2[N:3]=[C:2]([N:40]3[CH2:41][CH2:42][N:37]([CH3:36])[C:38](=[O:43])[CH2:39]3)[CH:7]=[CH:6][N:5]=2)=[N:18][N:19]=1)([CH3:25])[CH3:24]. Given the reactants Cl[C:2]1[CH:7]=[CH:6][N:5]=[C:4]([C:8]2[C:16]3[C:11](=[CH:12][CH:13]=[C:14]([C:17]4[O:21][C:20]([NH:22][CH:23]([CH3:25])[CH3:24])=[N:19][N:18]=4)[CH:15]=3)[N:10](S(C3C=CC(C)=CC=3)(=O)=O)[CH:9]=2)[N:3]=1.[CH3:36][N:37]1[CH2:42][CH2:41][NH:40][CH2:39][C:38]1=[O:43].CCN(CC)CC.[OH-].[Na+], predict the reaction product.